This data is from Forward reaction prediction with 1.9M reactions from USPTO patents (1976-2016). The task is: Predict the product of the given reaction. (1) Given the reactants C(OC([S:6][C:7]1[CH:12]=[CH:11][C:10]([CH2:13][C:14]([OH:16])=[O:15])=[CH:9][CH:8]=1)=S)C.[OH-].[K+], predict the reaction product. The product is: [SH:6][C:7]1[CH:8]=[CH:9][C:10]([CH2:13][C:14]([OH:16])=[O:15])=[CH:11][CH:12]=1. (2) Given the reactants F[C:2]1[CH:7]=[CH:6][C:5]([N+:8]([O-:10])=[O:9])=[C:4]([O:11][CH2:12][CH2:13][O:14][CH3:15])[CH:3]=1.[CH3:16][O:17][C:18]1[CH:25]=[CH:24][C:21]([CH2:22][NH2:23])=[CH:20][CH:19]=1.C(OCC)(=O)C.O, predict the reaction product. The product is: [CH3:16][O:17][C:18]1[CH:25]=[CH:24][C:21]([CH2:22][NH:23][C:2]2[CH:7]=[CH:6][C:5]([N+:8]([O-:10])=[O:9])=[C:4]([O:11][CH2:12][CH2:13][O:14][CH3:15])[CH:3]=2)=[CH:20][CH:19]=1. (3) Given the reactants [CH2:1]([O:8][CH2:9][C@H:10]([CH2:19][OH:20])[O:11][CH2:12][C:13]1[CH:18]=[CH:17][CH:16]=[CH:15][CH:14]=1)[C:2]1[CH:7]=[CH:6][CH:5]=[CH:4][CH:3]=1.C(N(CC)C(C)C)(C)C.[Cl:30][C:31](Cl)([O:33]C(=O)OC(Cl)(Cl)Cl)Cl, predict the reaction product. The product is: [Cl:30][C:31]([O:20][CH2:19][C@H:10]([O:11][CH2:12][C:13]1[CH:18]=[CH:17][CH:16]=[CH:15][CH:14]=1)[CH2:9][O:8][CH2:1][C:2]1[CH:3]=[CH:4][CH:5]=[CH:6][CH:7]=1)=[O:33]. (4) Given the reactants C([O:8][C:9]1[CH:14]=[CH:13][C:12]([CH2:15][CH2:16][NH:17][C:18](=[O:29])[C:19]([C:22]2[CH:27]=[CH:26][C:25]([CH3:28])=[CH:24][CH:23]=2)=[CH:20][OH:21])=[CH:11][C:10]=1[O:30][CH3:31])C1C=CC=CC=1.Br, predict the reaction product. The product is: [OH:21][CH:20]=[C:19]([C:22]1[CH:27]=[CH:26][C:25]([CH3:28])=[CH:24][CH:23]=1)[C:18]([NH:17][CH2:16][CH2:15][C:12]1[CH:13]=[CH:14][C:9]([OH:8])=[C:10]([O:30][CH3:31])[CH:11]=1)=[O:29]. (5) Given the reactants Cl[CH2:2][CH2:3][O:4][C:5]1[CH:10]=[CH:9][C:8]([CH:11]2[C:20]([C:21]3[C:22]([O:29][CH3:30])=[N:23][C:24]([O:27][CH3:28])=[N:25][CH:26]=3)=[C:19]([CH3:31])[C:18]3[C:13](=[CH:14][C:15]([O:32]COCC[Si](C)(C)C)=[CH:16][CH:17]=3)[O:12]2)=[CH:7][CH:6]=1.[CH2:41]([NH:43][CH2:44][CH3:45])[CH3:42], predict the reaction product. The product is: [CH2:41]([N:43]([CH2:44][CH3:45])[CH2:2][CH2:3][O:4][C:5]1[CH:6]=[CH:7][C:8]([CH:11]2[C:20]([C:21]3[C:22]([O:29][CH3:30])=[N:23][C:24]([O:27][CH3:28])=[N:25][CH:26]=3)=[C:19]([CH3:31])[C:18]3[C:13](=[CH:14][C:15]([OH:32])=[CH:16][CH:17]=3)[O:12]2)=[CH:9][CH:10]=1)[CH3:42]. (6) Given the reactants [CH2:1](OC(OCC)CBr)[CH3:2].Cl.C([O-])(O)=O.[Na+].[CH3:16][O:17][C:18]([C:20]1[S:24][C:23]([NH2:25])=[N:22][C:21]=1[CH3:26])=[O:19], predict the reaction product. The product is: [CH3:16][O:17][C:18]([C:20]1[S:24][C:23]2=[N:25][CH:1]=[CH:2][N:22]2[C:21]=1[CH3:26])=[O:19].